From a dataset of Peptide-MHC class II binding affinity with 134,281 pairs from IEDB. Regression. Given a peptide amino acid sequence and an MHC pseudo amino acid sequence, predict their binding affinity value. This is MHC class II binding data. (1) The peptide sequence is PELKPGESRHTSDHM. The MHC is DRB3_0101 with pseudo-sequence DRB3_0101. The binding affinity (normalized) is 0.389. (2) The peptide sequence is KKITKVIMGAVLIWVGI. The MHC is DRB1_1101 with pseudo-sequence DRB1_1101. The binding affinity (normalized) is 0.525. (3) The peptide sequence is RNGRLLSIPISINYR. The MHC is DRB1_0101 with pseudo-sequence DRB1_0101. The binding affinity (normalized) is 0.619. (4) The MHC is DRB1_0401 with pseudo-sequence DRB1_0401. The binding affinity (normalized) is 0.195. The peptide sequence is DWQQVPFCSHHFHELIM. (5) The peptide sequence is EKKYFANTQFEPLAA. The MHC is HLA-DPA10201-DPB10501 with pseudo-sequence HLA-DPA10201-DPB10501. The binding affinity (normalized) is 0.771. (6) The peptide sequence is PELGMNASHCNEMSW. The MHC is HLA-DPA10201-DPB10101 with pseudo-sequence HLA-DPA10201-DPB10101. The binding affinity (normalized) is 0.116. (7) The peptide sequence is RAYRNALSMMPEAMT. The MHC is DRB3_0101 with pseudo-sequence DRB3_0101. The binding affinity (normalized) is 0.453. (8) The MHC is DRB1_0401 with pseudo-sequence DRB1_0401. The peptide sequence is PCSGSWLRDIWDWICEVLSD. The binding affinity (normalized) is 0.195.